The task is: Regression/Classification. Given a drug SMILES string, predict its absorption, distribution, metabolism, or excretion properties. Task type varies by dataset: regression for continuous measurements (e.g., permeability, clearance, half-life) or binary classification for categorical outcomes (e.g., BBB penetration, CYP inhibition). Dataset: cyp3a4_veith.. This data is from CYP3A4 inhibition data for predicting drug metabolism from PubChem BioAssay. (1) The molecule is c1ccc(SCc2nc3ccccc3[nH]2)cc1. The result is 1 (inhibitor). (2) The drug is O=C(Cn1c(SCc2ccccc2)nc2ccccc21)N1CCOCC1. The result is 1 (inhibitor). (3) The compound is COc1cc2nc(SCc3ccc(Cl)cc3Cl)n(Cc3cccs3)c(=N)c2cc1OC. The result is 1 (inhibitor). (4) The compound is CCCCN(CCCC)c1nc(OC)nc(-n2nnc(C(C)=O)c2C)n1. The result is 1 (inhibitor). (5) The compound is COCCn1c(=O)c(-c2cn(C)c3ccccc23)nc2cnc(Oc3ccccc3)nc21. The result is 1 (inhibitor). (6) The compound is COc1cccc(N2C(=O)C(CC(=O)Nc3ccccc3)N(C3CCCCC3)C2=O)c1. The result is 1 (inhibitor). (7) The drug is NC(N)=NC(N)=Nc1ccc(S(=O)(=O)O)cc1. The result is 0 (non-inhibitor). (8) The compound is O=C(CNC(=O)c1ccc([N+](=O)[O-])cc1)c1ccccc1. The result is 0 (non-inhibitor). (9) The drug is O=C(CCCN1C(=O)C2C3C=CC(C3)C2C1=O)N1CCN(c2ccccc2)CC1. The result is 1 (inhibitor). (10) The drug is Cn1c(SCC(=O)Nc2ccccc2)nc(O)cc1=O. The result is 1 (inhibitor).